From a dataset of Full USPTO retrosynthesis dataset with 1.9M reactions from patents (1976-2016). Predict the reactants needed to synthesize the given product. (1) Given the product [Cl:28][C:25]([F:26])([F:27])[C:22]1[N:20]2[N:21]=[C:16]([N:11]3[CH2:12][CH2:13][CH2:14][CH:8]([C:2]4[CH:7]=[CH:6][CH:5]=[CH:4][CH:3]=4)[CH2:9][CH2:10]3)[CH:17]=[CH:18][C:19]2=[N:24][N:23]=1, predict the reactants needed to synthesize it. The reactants are: Cl.[C:2]1([CH:8]2[CH2:14][CH2:13][CH2:12][NH:11][CH2:10][CH2:9]2)[CH:7]=[CH:6][CH:5]=[CH:4][CH:3]=1.Cl[C:16]1[CH:17]=[CH:18][C:19]2[N:20]([C:22]([C:25]([Cl:28])([F:27])[F:26])=[N:23][N:24]=2)[N:21]=1. (2) Given the product [Cl:21][C:22]1[CH:23]=[C:24]2[C:28](=[CH:29][CH:30]=1)[NH:27][CH:26]=[C:25]2[CH2:31][CH2:32][NH:33][C:12]([C:9]1[N:8]=[C:7]([CH2:6][C:5]2[CH:17]=[CH:18][C:2]([Cl:1])=[C:3]([F:19])[CH:4]=2)[O:11][N:10]=1)=[O:14], predict the reactants needed to synthesize it. The reactants are: [Cl:1][C:2]1[CH:18]=[CH:17][C:5]([CH2:6][C:7]2[O:11][N:10]=[C:9]([C:12]([O:14]CC)=O)[N:8]=2)=[CH:4][C:3]=1[F:19].Cl.[Cl:21][C:22]1[CH:23]=[C:24]2[C:28](=[CH:29][CH:30]=1)[NH:27][CH:26]=[C:25]2[CH2:31][CH2:32][NH2:33].CN(C(ON1N=NC2C=CC=NC1=2)=[N+](C)C)C.F[P-](F)(F)(F)(F)F.C(N(CC)C(C)C)(C)C. (3) Given the product [CH3:1][O:2][C:3]([C:5]1[CH:6]=[C:7]2[C:11](=[CH:12][CH:13]=1)[N:10]([CH2:23][C:22]1[CH:29]=[C:30]([O:33][C:34]([F:35])([F:36])[F:37])[CH:31]=[CH:32][C:21]=1[O:20][CH2:16][CH:17]([CH3:19])[CH3:18])[N:9]=[CH:8]2)=[O:4], predict the reactants needed to synthesize it. The reactants are: [CH3:1][O:2][C:3]([C:5]1[CH:6]=[C:7]2[C:11](=[CH:12][CH:13]=1)[NH:10][N:9]=[CH:8]2)=[O:4].[H-].[Na+].[CH2:16]([O:20][C:21]1[CH:32]=[CH:31][C:30]([O:33][C:34]([F:37])([F:36])[F:35])=[CH:29][C:22]=1[CH2:23]OS(C)(=O)=O)[CH:17]([CH3:19])[CH3:18]. (4) Given the product [CH2:18]([O:17][C:15](=[O:16])[CH2:14][C:4]([C:6]1[S:10][C:9]([C:38]2[S:37][CH:36]=[CH:40][CH:39]=2)=[N:8][C:7]=1[CH2:12][N:13]([CH2:20][C:21]1[CH:26]=[CH:25][C:24]([O:27][CH3:28])=[CH:23][C:22]=1[O:29][CH3:30])[CH2:14][C:15]([O:17][CH2:18][CH3:19])=[O:16])=[O:5])[CH3:19], predict the reactants needed to synthesize it. The reactants are: C(O[C:4]([C:6]1[S:10][C:9](Br)=[N:8][C:7]=1[CH2:12][N:13]([CH2:20][C:21]1[CH:26]=[CH:25][C:24]([O:27][CH3:28])=[CH:23][C:22]=1[O:29][CH3:30])[CH2:14][C:15]([O:17][CH2:18][CH3:19])=[O:16])=[O:5])C.C([Sn](CCCC)(CCCC)[C:36]1[S:37][CH:38]=[CH:39][CH:40]=1)CCC.